This data is from Reaction yield outcomes from USPTO patents with 853,638 reactions. The task is: Predict the reaction yield, written as a fraction of the theoretical maximum amount of product (1.0 means a 100% yield; for example, 0.34 means a 34% yield). (1) The reactants are [CH3:1][S:2](Cl)(=[O:4])=[O:3].[CH3:6][O:7][C:8]1[CH:9]=[C:10]([C:16]([C@@H:18]2[C@:27]3([CH3:28])[C@H:22]([C:23]([CH3:30])([CH3:29])[CH2:24][CH2:25][CH2:26]3)[CH2:21][C@H:20]([CH2:31][OH:32])[C@H:19]2[CH3:33])=[O:17])[CH:11]=[C:12]([O:14][CH3:15])[CH:13]=1.C([O-])(O)=O.[Na+]. The catalyst is N1C=CC=CC=1.CCOC(C)=O. The product is [CH3:1][S:2]([O:32][CH2:31][C@@H:20]1[C@@H:19]([CH3:33])[C@H:18]([C:16]([C:10]2[CH:11]=[C:12]([O:14][CH3:15])[CH:13]=[C:8]([O:7][CH3:6])[CH:9]=2)=[O:17])[C@:27]2([CH3:28])[C@H:22]([C:23]([CH3:29])([CH3:30])[CH2:24][CH2:25][CH2:26]2)[CH2:21]1)(=[O:4])=[O:3]. The yield is 0.990. (2) The reactants are O[CH:2]=[C:3]1[C:8](=[O:9])[CH:7]=[CH:6][C:5]([CH3:16])([C:10]#[C:11][Si:12]([CH3:15])([CH3:14])[CH3:13])[CH2:4]1.Cl.[NH2:18]O. The catalyst is C(O)C.O. The product is [CH3:16][C:5]1([C:10]#[C:11][Si:12]([CH3:15])([CH3:14])[CH3:13])[CH2:4][C:3]2[CH:2]=[N:18][O:9][C:8]=2[CH:7]=[CH:6]1. The yield is 1.00. (3) The reactants are Cl[C:2]1[N:7]=[C:6]([C:8]([OH:10])=[O:9])[CH:5]=[CH:4][C:3]=1[CH:11]1[CH2:13][CH2:12]1.[F:14][C:15]([F:22])([F:21])[C@H:16]([OH:20])[CH2:17][CH2:18][OH:19].CC(C)([O-])C.[K+].Cl. The catalyst is CN(C=O)C. The product is [CH:11]1([C:3]2[CH:4]=[CH:5][C:6]([C:8]([OH:10])=[O:9])=[N:7][C:2]=2[O:20][C@@H:16]([C:15]([F:22])([F:21])[F:14])[CH2:17][CH2:18][OH:19])[CH2:13][CH2:12]1. The yield is 0.0520. (4) The reactants are [C:1]([CH2:3][C:4]1([N:18]2[CH:22]=[C:21]([C:23]3[C:24]4[CH:31]=[CH:30][N:29]([CH2:32][O:33][CH2:34][CH2:35][Si:36]([CH3:39])([CH3:38])[CH3:37])[C:25]=4[N:26]=[CH:27][N:28]=3)[CH:20]=[N:19]2)[CH2:7][N:6]([C:8]2[N:9]=[CH:10][C:11]([C:14]([O:16]C)=[O:15])=[N:12][CH:13]=2)[CH2:5]1)#[N:2].O.[OH-].[Li+].Cl. The catalyst is CO.O. The product is [C:1]([CH2:3][C:4]1([N:18]2[CH:22]=[C:21]([C:23]3[C:24]4[CH:31]=[CH:30][N:29]([CH2:32][O:33][CH2:34][CH2:35][Si:36]([CH3:37])([CH3:39])[CH3:38])[C:25]=4[N:26]=[CH:27][N:28]=3)[CH:20]=[N:19]2)[CH2:7][N:6]([C:8]2[N:9]=[CH:10][C:11]([C:14]([OH:16])=[O:15])=[N:12][CH:13]=2)[CH2:5]1)#[N:2]. The yield is 0.830. (5) The reactants are [CH2:1]([O:3][C:4](=[O:12])[CH:5]=[C:6]([NH2:11])[CH2:7][CH:8]1[CH2:10][CH2:9]1)[CH3:2].[F:13][C:14]([F:32])([F:31])/[C:15](/O)=[CH:16]/[C:17]([C:19]1[CH:24]=[CH:23][C:22]([O:25][C:26]([F:29])([F:28])[F:27])=[CH:21][CH:20]=1)=O. The catalyst is C(#N)C. The product is [CH2:1]([O:3][C:4](=[O:12])[C:5]1[C:15]([C:14]([F:13])([F:32])[F:31])=[CH:16][C:17]([C:19]2[CH:24]=[CH:23][C:22]([O:25][C:26]([F:27])([F:28])[F:29])=[CH:21][CH:20]=2)=[N:11][C:6]=1[CH2:7][CH:8]1[CH2:9][CH2:10]1)[CH3:2]. The yield is 0.410. (6) The reactants are [F:1][C:2]([F:33])([F:32])[C:3]1[CH:4]=[C:5]([NH:9][C:10]([N:12]2[C:20]3[C:15](=[CH:16][C:17]([O:21][C:22]4[CH:27]=[CH:26][N:25]=[C:24]([CH2:28][N:29]=[N+]=[N-])[CH:23]=4)=[CH:18][CH:19]=3)[CH:14]=[CH:13]2)=[O:11])[CH:6]=[CH:7][CH:8]=1.[H-].[Al+3].[Li+].[H-].[H-].[H-]. The catalyst is C1COCC1. The product is [NH4+:9].[OH-:11].[F:33][C:2]([F:1])([F:32])[C:3]1[CH:4]=[C:5]([NH:9][C:10]([N:12]2[C:20]3[C:15](=[CH:16][C:17]([O:21][C:22]4[CH:27]=[CH:26][N:25]=[C:24]([CH2:28][NH2:29])[CH:23]=4)=[CH:18][CH:19]=3)[CH:14]=[CH:13]2)=[O:11])[CH:6]=[CH:7][CH:8]=1. The yield is 0.00100. (7) The reactants are [NH2:1][CH:2]([CH3:18])[C:3]([O:5][CH2:6][CH2:7][CH2:8][CH2:9][CH2:10][CH2:11][CH2:12][CH2:13][CH2:14][CH2:15][CH2:16][CH3:17])=[O:4].C(=O)(O)[O-].[Na+].[CH2:24]([CH2:26]N)[OH:25]. The catalyst is Cl.CN(C)C(C)C(OCCCCCCCCCCCC)=O. The product is [OH:25][CH2:24][CH2:26][NH:1][CH:2]([CH3:18])[C:3]([O:5][CH2:6][CH2:7][CH2:8][CH2:9][CH2:10][CH2:11][CH2:12][CH2:13][CH2:14][CH2:15][CH2:16][CH3:17])=[O:4]. The yield is 0.950.